Dataset: Serine/threonine kinase 33 screen with 319,792 compounds. Task: Binary Classification. Given a drug SMILES string, predict its activity (active/inactive) in a high-throughput screening assay against a specified biological target. (1) The drug is S1(=O)(=O)N(c2c3c1cccc3ccc2)CC(=O)NCCc1cc(OC)c(OC)cc1. The result is 0 (inactive). (2) The compound is S1C(Nn2c1nnc2c1c(OC)cccc1)c1cc(OC)c(O)cc1. The result is 1 (active). (3) The compound is O=C1CC(CC=2NC(=O)CC(C12)c1ccc(N(CCC#N)CCC#N)cc1)(C)C. The result is 0 (inactive). (4) The drug is S(=O)(=O)(N1CCOCC1)c1cc(C(=O)N2CCCCCC2)ccc1OC. The result is 0 (inactive). (5) The molecule is S(c1c2nonc2c([N+]([O-])=O)c(NCCOC(=O)CC)c1)c1[nH]c2c(n1)cccc2. The result is 0 (inactive). (6) The molecule is S(=O)(=O)(N(c1ccc(cc1)C(=O)Nc1ccc(cc1)C(OC)=O)C)C. The result is 0 (inactive).